From a dataset of Forward reaction prediction with 1.9M reactions from USPTO patents (1976-2016). Predict the product of the given reaction. (1) The product is: [Cl:12][C:13]1[N:18]=[C:17]([N:19]2[CH2:24][CH2:23][CH2:22][C@@H:21]([NH:25][C:1](=[O:3])[CH3:2])[CH2:20]2)[CH:16]=[C:15]([CH2:26][CH2:27][CH3:28])[N:14]=1. Given the reactants [C:1](Cl)(=[O:3])[CH3:2].C(N(CC)CC)C.[Cl:12][C:13]1[N:18]=[C:17]([N:19]2[CH2:24][CH2:23][CH2:22][C@@H:21]([NH2:25])[CH2:20]2)[CH:16]=[C:15]([CH2:26][CH2:27][CH3:28])[N:14]=1.O, predict the reaction product. (2) Given the reactants [CH2:1]([O:3][C:4]([C:6]1[N:7]([CH3:26])[C:8]([CH2:24][CH3:25])=[C:9]([C:22]#[N:23])[C:10]=1[C:11]1[CH:16]=[CH:15][C:14]([C:17]2[NH:21][N:20]=[N:19][N:18]=2)=[CH:13][CH:12]=1)=[O:5])[CH3:2].[H-].[Na+].[CH2:29](I)[CH2:30][CH2:31][CH3:32], predict the reaction product. The product is: [CH2:1]([O:3][C:4]([C:6]1[N:7]([CH3:26])[C:8]([CH2:24][CH3:25])=[C:9]([C:22]#[N:23])[C:10]=1[C:11]1[CH:12]=[CH:13][C:14]([C:17]2[N:18]([CH2:29][CH2:30][CH2:31][CH3:32])[N:19]=[N:20][N:21]=2)=[CH:15][CH:16]=1)=[O:5])[CH3:2]. (3) Given the reactants C([Li])CCC.[CH2:6]([SH:13])[C:7]1[CH:12]=[CH:11][CH:10]=[CH:9][CH:8]=1.[CH2:14]([O:16][C:17](=[O:29])[C:18]([NH:26][CH:27]=[O:28])=[C:19]([CH3:25])[CH2:20][CH2:21][CH2:22][CH2:23][CH3:24])[CH3:15], predict the reaction product. The product is: [CH2:14]([O:16][C:17](=[O:29])[CH:18]([NH:26][CH:27]=[O:28])[C:19]([S:13][CH2:6][C:7]1[CH:12]=[CH:11][CH:10]=[CH:9][CH:8]=1)([CH3:25])[CH2:20][CH2:21][CH2:22][CH2:23][CH3:24])[CH3:15]. (4) Given the reactants [F:1][C:2]1[CH:7]=[C:6](B2OC(C)(C)C(C)(C)O2)[CH:5]=[CH:4][C:3]=1[C:17]1[CH:18]=[N:19][C:20]([NH2:23])=[N:21][CH:22]=1.Br[C:25]1[CH:30]=[CH:29][CH:28]=[CH:27][C:26]=1[S:31]([N:34]1[CH2:39][CH2:38][N:37]([C:40]([O:42][C:43]([CH3:46])([CH3:45])[CH3:44])=[O:41])[CH2:36][C@H:35]1[CH3:47])(=[O:33])=[O:32], predict the reaction product. The product is: [NH2:23][C:20]1[N:21]=[CH:22][C:17]([C:3]2[CH:4]=[CH:5][C:6]([C:25]3[CH:30]=[CH:29][CH:28]=[CH:27][C:26]=3[S:31]([N:34]3[CH2:39][CH2:38][N:37]([C:40]([O:42][C:43]([CH3:46])([CH3:45])[CH3:44])=[O:41])[CH2:36][C@H:35]3[CH3:47])(=[O:33])=[O:32])=[CH:7][C:2]=2[F:1])=[CH:18][N:19]=1.